This data is from Reaction yield outcomes from USPTO patents with 853,638 reactions. The task is: Predict the reaction yield, written as a fraction of the theoretical maximum amount of product (1.0 means a 100% yield; for example, 0.34 means a 34% yield). The reactants are Br[C:2]1[CH:3]=[C:4]([N+:9]([O-:11])=[O:10])[C:5]([CH3:8])=[N:6][CH:7]=1.[CH2:12]([N:15]([CH3:17])[CH3:16])[C:13]#[CH:14]. The catalyst is C(NCC)C.CCOC(C)=O.C([O-])([O-])=O.[Na+].[Na+].[Cu](I)I.C1C=CC(P(C2C=CC=CC=2)C2C=CC=CC=2)=CC=1.C1C=CC(P(C2C=CC=CC=2)C2C=CC=CC=2)=CC=1.Cl[Pd]Cl. The product is [CH3:16][N:15]([CH3:17])[CH2:12][C:13]#[C:14][C:2]1[CH:7]=[N:6][C:5]([CH3:8])=[C:4]([N+:9]([O-:11])=[O:10])[CH:3]=1. The yield is 0.910.